This data is from Reaction yield outcomes from USPTO patents with 853,638 reactions. The task is: Predict the reaction yield, written as a fraction of the theoretical maximum amount of product (1.0 means a 100% yield; for example, 0.34 means a 34% yield). (1) The reactants are [F:1][C:2]1[CH:7]=[CH:6][C:5]([O:8][CH2:9][O:10][CH3:11])=[CH:4][N:3]=1.C([Li])(C)(C)C.[I:17]I.O. The catalyst is C1COCC1. The product is [F:1][C:2]1[CH:7]=[C:6]([I:17])[C:5]([O:8][CH2:9][O:10][CH3:11])=[CH:4][N:3]=1. The yield is 0.528. (2) The reactants are C([NH:8][C@H:9]1[CH2:14][CH2:13][O:12][C@@H:11]([CH2:15][OH:16])[CH2:10]1)C1C=CC=CC=1. The catalyst is CO.[Pd]. The product is [NH2:8][C@H:9]1[CH2:14][CH2:13][O:12][C@@H:11]([CH2:15][OH:16])[CH2:10]1. The yield is 0.770. (3) The catalyst is C1(C)C=CC=CC=1.CO.C1C=CC([P]([Pd]([P](C2C=CC=CC=2)(C2C=CC=CC=2)C2C=CC=CC=2)([P](C2C=CC=CC=2)(C2C=CC=CC=2)C2C=CC=CC=2)[P](C2C=CC=CC=2)(C2C=CC=CC=2)C2C=CC=CC=2)(C2C=CC=CC=2)C2C=CC=CC=2)=CC=1. The product is [CH2:1]([O:8][C:9]1[CH:10]=[C:11]2[C:16](=[CH:17][CH:18]=1)[N:15]=[C:14]([C:22]1[C:21]([Cl:20])=[CH:26][CH:25]=[CH:24][C:23]=1[Cl:27])[CH:13]=[CH:12]2)[C:2]1[CH:7]=[CH:6][CH:5]=[CH:4][CH:3]=1. The yield is 0.620. The reactants are [CH2:1]([O:8][C:9]1[CH:10]=[C:11]2[C:16](=[CH:17][CH:18]=1)[N:15]=[C:14](Cl)[CH:13]=[CH:12]2)[C:2]1[CH:7]=[CH:6][CH:5]=[CH:4][CH:3]=1.[Cl:20][C:21]1[CH:26]=[CH:25][CH:24]=[C:23]([Cl:27])[C:22]=1B(O)O.C([O-])(O)=O.[Na+]. (4) The reactants are [F:1][C:2]1[C:7]([OH:8])=[CH:6][CH:5]=[C:4]([F:9])[C:3]=1[C:10]([NH2:12])=[O:11].O[CH2:14][C:15]1[CH:20]=[CH:19][N:18]=[C:17]([CH3:21])[CH:16]=1. No catalyst specified. The product is [F:1][C:2]1[C:7]([O:8][CH2:14][C:15]2[CH:20]=[CH:19][N:18]=[C:17]([CH3:21])[CH:16]=2)=[CH:6][CH:5]=[C:4]([F:9])[C:3]=1[C:10]([NH2:12])=[O:11]. The yield is 0.340.